This data is from Catalyst prediction with 721,799 reactions and 888 catalyst types from USPTO. The task is: Predict which catalyst facilitates the given reaction. (1) Reactant: C(N(CC)CC)C.Cl[C:9]([O:11][CH3:12])=[O:10].[CH:13]1[C:26]2[C:17](=[N:18][C:19]3[C:24]([C:25]=2[C:27]([N:29]2[CH2:34][CH2:33][N:32]([C:35]4[CH:40]=[CH:39][CH:38]=[C:37]([OH:41])[CH:36]=4)[CH2:31][CH2:30]2)=[O:28])=[CH:23][CH:22]=[CH:21][CH:20]=3)[CH:16]=[CH:15][CH:14]=1. Product: [C:9](=[O:10])([O:11][CH3:12])[O:41][C:37]1[CH:38]=[CH:39][CH:40]=[C:35]([N:32]2[CH2:33][CH2:34][N:29]([C:27]([C:25]3[C:26]4[C:17]([N:18]=[C:19]5[C:24]=3[CH:23]=[CH:22][CH:21]=[CH:20]5)=[CH:16][CH:15]=[CH:14][CH:13]=4)=[O:28])[CH2:30][CH2:31]2)[CH:36]=1. The catalyst class is: 4. (2) Reactant: [F:1][CH:2]([F:12])[O:3][C:4]1[CH:11]=[CH:10][CH:9]=[CH:8][C:5]=1[CH2:6][NH2:7].[Br:13][C:14]1[CH:19]=[CH:18][C:17]([N+:20]([O-:22])=[O:21])=[C:16](F)[CH:15]=1.C(=O)([O-])[O-].[K+].[K+]. Product: [Br:13][C:14]1[CH:15]=[CH:16][C:17]([N+:20]([O-:22])=[O:21])=[C:18]([CH:19]=1)[NH:7][CH2:6][C:5]1[CH:8]=[CH:9][CH:10]=[CH:11][C:4]=1[O:3][CH:2]([F:12])[F:1]. The catalyst class is: 18. (3) Reactant: [Cl:1][C:2]1[CH:3]=[C:4]([C:9]2([C:14]([F:17])([F:16])[F:15])[CH2:13][CH2:12][NH:11][CH2:10]2)[CH:5]=[C:6]([Cl:8])[CH:7]=1.[Br:18][C:19]1[CH:24]=[C:23](F)[CH:22]=[CH:21][C:20]=1[N+:26]([O-:28])=[O:27].C(=O)([O-])[O-].[K+].[K+].O. Product: [Br:18][C:19]1[CH:24]=[C:23]([N:11]2[CH2:12][CH2:13][C:9]([C:4]3[CH:3]=[C:2]([Cl:1])[CH:7]=[C:6]([Cl:8])[CH:5]=3)([C:14]([F:17])([F:16])[F:15])[CH2:10]2)[CH:22]=[CH:21][C:20]=1[N+:26]([O-:28])=[O:27]. The catalyst class is: 60. (4) Reactant: [Br:1][C:2]1[CH:7]=[CH:6][C:5]([C@@H:8]([OH:14])[CH2:9][CH2:10][CH2:11][CH2:12][CH3:13])=[CH:4][CH:3]=1.N1C=CN=C1.[Si:20](Cl)([C:23]([CH3:26])([CH3:25])[CH3:24])([CH3:22])[CH3:21]. Product: [Br:1][C:2]1[CH:3]=[CH:4][C:5]([C@@H:8]([O:14][Si:20]([C:23]([CH3:26])([CH3:25])[CH3:24])([CH3:22])[CH3:21])[CH2:9][CH2:10][CH2:11][CH2:12][CH3:13])=[CH:6][CH:7]=1. The catalyst class is: 2. (5) Reactant: [NH2:1][C:2]1[N:7]=[CH:6][C:5]([C:8]2[O:12][N:11]=[C:10]([CH2:13][C:14]3[CH:19]=[CH:18][C:17]([OH:20])=[CH:16][CH:15]=3)[CH:9]=2)=[CH:4][CH:3]=1.O1CCCC1.[OH-].[Na+].Cl[CH2:29][C:30]1[CH:35]=[CH:34][C:33]([F:36])=[CH:32][N:31]=1. Product: [F:36][C:33]1[CH:34]=[CH:35][C:30]([CH2:29][O:20][C:17]2[CH:18]=[CH:19][C:14]([CH2:13][C:10]3[CH:9]=[C:8]([C:5]4[CH:4]=[CH:3][C:2]([NH2:1])=[N:7][CH:6]=4)[O:12][N:11]=3)=[CH:15][CH:16]=2)=[N:31][CH:32]=1. The catalyst class is: 9. (6) Reactant: [CH3:1][O:2][C:3]1[CH:4]=[C:5]([C:11]2[C:20](=O)[C:19]3[C:14](=[CH:15][C:16]([OH:22])=[CH:17][CH:18]=3)[O:13][CH:12]=2)[CH:6]=[CH:7][C:8]=1[O:9][CH3:10].O.[NH2:24][NH2:25]. Product: [CH3:1][O:2][C:3]1[CH:4]=[C:5]([C:11]2[C:20]([C:19]3[CH:18]=[CH:17][C:16]([OH:22])=[CH:15][C:14]=3[OH:13])=[N:24][NH:25][CH:12]=2)[CH:6]=[CH:7][C:8]=1[O:9][CH3:10]. The catalyst class is: 8. (7) Reactant: [N:1]1[CH:6]=[CH:5][CH:4]=[C:3]([NH:7][C:8]2[CH:13]=[CH:12][CH:11]=[CH:10][C:9]=2[NH2:14])[CH:2]=1.[C:15](Cl)(=O)/[CH:16]=[CH:17]/[C:18]1[CH:23]=[CH:22][CH:21]=[CH:20][CH:19]=1. Product: [N:1]1[CH:6]=[CH:5][CH:4]=[C:3]([N:7]2[C:8]3[CH:13]=[CH:12][CH:11]=[CH:10][C:9]=3[N:14]=[C:15]2/[CH:16]=[CH:17]/[C:18]2[CH:23]=[CH:22][CH:21]=[CH:20][CH:19]=2)[CH:2]=1. The catalyst class is: 113.